Dataset: Forward reaction prediction with 1.9M reactions from USPTO patents (1976-2016). Task: Predict the product of the given reaction. Given the reactants Cl[C:2]1[CH:8]=[CH:7][C:6]([CH3:9])=[CH:5][C:3]=1[NH2:4].C([O-])([O-])=O.[K+].[K+].[C:16](=[S:18])=[S:17].Cl, predict the reaction product. The product is: [CH3:9][C:6]1[CH:7]=[CH:8][C:2]2[S:17][C:16]([SH:18])=[N:4][C:3]=2[CH:5]=1.